This data is from Forward reaction prediction with 1.9M reactions from USPTO patents (1976-2016). The task is: Predict the product of the given reaction. (1) Given the reactants C([O:3][C:4](=[O:46])[CH:5]([C:23]1[N:24]([CH3:45])[C:25]2[C:30]([C:31]=1[S:32][C:33]([CH3:36])([CH3:35])[CH3:34])=[CH:29][C:28]([O:37][CH2:38][C:39]1[CH:44]=[CH:43][CH:42]=[CH:41][N:40]=1)=[CH:27][CH:26]=2)[CH2:6][C:7]1[CH:12]=[CH:11][C:10]([C:13]2[CH:18]=[CH:17][C:16]([C:19]([F:22])([F:21])[F:20])=[CH:15][N:14]=2)=[CH:9][CH:8]=1)C.O1CCOCC1.[Li+].[OH-].Cl, predict the reaction product. The product is: [C:33]([S:32][C:31]1[C:30]2[C:25](=[CH:26][CH:27]=[C:28]([O:37][CH2:38][C:39]3[CH:44]=[CH:43][CH:42]=[CH:41][N:40]=3)[CH:29]=2)[N:24]([CH3:45])[C:23]=1[CH:5]([CH2:6][C:7]1[CH:8]=[CH:9][C:10]([C:13]2[CH:18]=[CH:17][C:16]([C:19]([F:20])([F:22])[F:21])=[CH:15][N:14]=2)=[CH:11][CH:12]=1)[C:4]([OH:46])=[O:3])([CH3:36])([CH3:34])[CH3:35]. (2) The product is: [CH2:1]([N:6]1[C:10]([CH:13]([OH:14])[CH3:12])=[CH:9][CH:8]=[N:7]1)[CH2:2][CH2:3][CH2:4][CH3:5]. Given the reactants [CH2:1]([N:6]1[CH:10]=[CH:9][CH:8]=[N:7]1)[CH2:2][CH2:3][CH2:4][CH3:5].C1C[O:14][CH2:13][CH2:12]1.C(=O)C.[NH4+].[Cl-], predict the reaction product. (3) The product is: [NH2:1][C:4]1[CH:9]=[CH:8][CH:7]=[CH:6][C:5]=1[C:10](=[O:26])[CH2:11][CH2:12][CH:13]1[CH2:14][CH2:15][N:16]([C:19]([O:21][C:22]([CH3:24])([CH3:23])[CH3:25])=[O:20])[CH2:17][CH2:18]1. Given the reactants [N+:1]([C:4]1[CH:9]=[CH:8][CH:7]=[CH:6][C:5]=1[C:10](=[O:26])/[CH:11]=[CH:12]\[CH:13]1[CH2:18][CH2:17][N:16]([C:19]([O:21][C:22]([CH3:25])([CH3:24])[CH3:23])=[O:20])[CH2:15][CH2:14]1)([O-])=O.[H][H], predict the reaction product. (4) Given the reactants Cl[C:2]1[N:3]=[C:4]([OH:12])[C:5]2[CH:11]=[CH:10][N:9]=[CH:8][C:6]=2[N:7]=1.[C:13]1([N:19]2[C:27]3[C:22](=[CH:23][C:24]([OH:28])=[CH:25][CH:26]=3)[CH2:21][CH2:20]2)[CH:18]=[CH:17][CH:16]=[CH:15][CH:14]=1, predict the reaction product. The product is: [C:13]1([N:19]2[C:27]3[C:22](=[CH:23][C:24]([O:28][C:2]4[N:3]=[C:4]([OH:12])[C:5]5[CH:11]=[CH:10][N:9]=[CH:8][C:6]=5[N:7]=4)=[CH:25][CH:26]=3)[CH2:21][CH2:20]2)[CH:18]=[CH:17][CH:16]=[CH:15][CH:14]=1. (5) Given the reactants [C:1]([C:3]1[CH:17]=[C:16](I)[C:6]2[N:7]([C:10]3[CH:15]=[CH:14][CH:13]=[CH:12][CH:11]=3)[CH:8]=[N:9][C:5]=2[CH:4]=1)#[N:2].[N+:19]([C:22]1[CH:23]=[C:24](B(O)O)[CH:25]=[CH:26][CH:27]=1)([O-:21])=[O:20].C(=O)([O-])[O-].[K+].[K+].C(NC1C=C(C2C3N(C4C=CC=CC=4)C=NC=3C=C(C#N)C=2)C=CC=1)(=O)C, predict the reaction product. The product is: [C:1]([C:3]1[CH:17]=[C:16]([C:26]2[CH:25]=[CH:24][CH:23]=[C:22]([N+:19]([O-:21])=[O:20])[CH:27]=2)[C:6]2[N:7]([C:10]3[CH:15]=[CH:14][CH:13]=[CH:12][CH:11]=3)[CH:8]=[N:9][C:5]=2[CH:4]=1)#[N:2]. (6) Given the reactants [CH:1]1[CH:2]=[C:3]([CH2:6][NH:7][C:8]2[C:13]([C:14]3[N:18]=[N:17][NH:16][N:15]=3)=[CH:12][C:11]([S:19]([NH2:22])(=[O:21])=[O:20])=[C:10]([Cl:23])[CH:9]=2)[S:4][CH:5]=1.C=O.CN([CH:29]=[O:30])C, predict the reaction product. The product is: [Cl:23][C:10]1[CH:9]=[C:8]([NH:7][CH2:6][C:3]2[S:4][CH:5]=[CH:1][CH:2]=2)[C:13]([C:14]2[N:15]([CH2:29][OH:30])[N:16]=[N:17][N:18]=2)=[CH:12][C:11]=1[S:19]([NH2:22])(=[O:21])=[O:20].